From a dataset of Forward reaction prediction with 1.9M reactions from USPTO patents (1976-2016). Predict the product of the given reaction. (1) The product is: [F:22][C:23]([F:33])([F:34])[C:24]1[CH:25]=[C:26]([CH:30]=[CH:31][CH:32]=1)[C:27]([NH:1][C:2]1[CH:3]=[CH:4][C:5]([C:8]2[CH:16]=[C:15]3[C:11]([C:12]([C:17]([O:19][CH2:20][CH3:21])=[O:18])=[N:13][NH:14]3)=[CH:10][CH:9]=2)=[CH:6][CH:7]=1)=[O:28]. Given the reactants [NH2:1][C:2]1[CH:7]=[CH:6][C:5]([C:8]2[CH:16]=[C:15]3[C:11]([C:12]([C:17]([O:19][CH2:20][CH3:21])=[O:18])=[N:13][NH:14]3)=[CH:10][CH:9]=2)=[CH:4][CH:3]=1.[F:22][C:23]([F:34])([F:33])[C:24]1[CH:25]=[C:26]([CH:30]=[CH:31][CH:32]=1)[C:27](O)=[O:28].C1C=CC2N(O)N=NC=2C=1.CCN=C=NCCCN(C)C, predict the reaction product. (2) Given the reactants [Cl:1][C:2]1[CH:7]=[CH:6][C:5]([N:8]2[CH:12]=[C:11]([CH2:13]O)[N:10]=[N:9]2)=[C:4]([C:15]2[CH:20]=[C:19]([O:21][CH3:22])[N:18]=[CH:17][N:16]=2)[CH:3]=1.CCN(S(F)(F)[F:29])CC, predict the reaction product. The product is: [Cl:1][C:2]1[CH:7]=[CH:6][C:5]([N:8]2[CH:12]=[C:11]([CH2:13][F:29])[N:10]=[N:9]2)=[C:4]([C:15]2[CH:20]=[C:19]([O:21][CH3:22])[N:18]=[CH:17][N:16]=2)[CH:3]=1.